This data is from Forward reaction prediction with 1.9M reactions from USPTO patents (1976-2016). The task is: Predict the product of the given reaction. Given the reactants [F:1][C:2]([F:22])([F:21])[C:3]1[CH:20]=[CH:19][C:6](/[CH:7]=[N:8]/[C:9]2[CH:17]=[CH:16][CH:15]=[C:14]3[C:10]=2[CH2:11][O:12][C:13]3=[O:18])=[CH:5][CH:4]=1.[CH3:23][N:24]1[CH:28]=[CH:27][N:26]=[C:25]1[CH:29]=O.[O-:31][CH2:32][CH3:33].[Na+].C(O)C, predict the reaction product. The product is: [CH3:23][N:24]1[CH:28]=[CH:27][N:26]=[C:25]1[CH:29]1[C:11](=[O:12])[C:10]2[C:14]([C:13]([O:31][CH2:32][CH3:33])=[O:18])=[CH:15][CH:16]=[CH:17][C:9]=2[NH:8][CH:7]1[C:6]1[CH:5]=[CH:4][C:3]([C:2]([F:21])([F:1])[F:22])=[CH:20][CH:19]=1.